The task is: Predict the product of the given reaction.. This data is from Forward reaction prediction with 1.9M reactions from USPTO patents (1976-2016). Given the reactants [C:1]1([S:7]([CH2:10][C:11]2[O:12][C:13]([CH3:16])=[N:14][N:15]=2)(=[O:9])=[O:8])[CH:6]=[CH:5][CH:4]=[CH:3][CH:2]=1.C[O-].[Na+].[C:20]1(=[O:25])[CH2:24][CH2:23][CH:22]=[CH:21]1, predict the reaction product. The product is: [C:1]1([S:7]([CH:10]([C:11]2[O:12][C:13]([CH3:16])=[N:14][N:15]=2)[CH:22]2[CH2:23][CH2:24][C:20](=[O:25])[CH2:21]2)(=[O:9])=[O:8])[CH:2]=[CH:3][CH:4]=[CH:5][CH:6]=1.